From a dataset of Catalyst prediction with 721,799 reactions and 888 catalyst types from USPTO. Predict which catalyst facilitates the given reaction. (1) Reactant: [Br:1][C:2]1[C:7]([O:8][CH2:9][O:10][CH3:11])=[CH:6][C:5]([O:12][CH2:13][O:14][CH3:15])=[CH:4][C:3]=1[CH2:16][OH:17].[H-].[Na+].[CH2:20](Br)[C:21]1[CH:26]=[CH:25][CH:24]=[CH:23][CH:22]=1.CO. Product: [Br:1][C:2]1[C:7]([O:8][CH2:9][O:10][CH3:11])=[CH:6][C:5]([O:12][CH2:13][O:14][CH3:15])=[CH:4][C:3]=1[CH2:16][O:17][CH2:20][C:21]1[CH:26]=[CH:25][CH:24]=[CH:23][CH:22]=1. The catalyst class is: 35. (2) Reactant: [N:1]1[CH:6]=[CH:5][CH:4]=[CH:3][C:2]=1[C:7]1[N:15]2[C:10]([CH:11]=[CH:12][CH:13]=[CH:14]2)=[C:9]([C:16]([F:19])([F:18])[F:17])[C:8]=1[CH:20](O)[CH3:21].[Si:23]([O:30][C:31]1[CH:32]=[C:33]([C:38]2[C:46]3[C:41](=[N:42][CH:43]=[N:44][C:45]=3[NH2:47])[NH:40][N:39]=2)[CH:34]=[C:35]([F:37])[CH:36]=1)([C:26]([CH3:29])([CH3:28])[CH3:27])([CH3:25])[CH3:24].C1C=CC(P(C2C=CC=CC=2)C2C=CC=CC=2)=CC=1.CC(OC(/N=N/C(OC(C)C)=O)=O)C. Product: [Si:23]([O:30][C:31]1[CH:32]=[C:33]([C:38]2[C:46]3[C:41](=[N:42][CH:43]=[N:44][C:45]=3[NH2:47])[N:40]([CH:20]([C:8]3[C:9]([C:16]([F:19])([F:18])[F:17])=[C:10]4[N:15]([C:7]=3[C:2]3[CH:3]=[CH:4][CH:5]=[CH:6][N:1]=3)[CH:14]=[CH:13][CH:12]=[CH:11]4)[CH3:21])[N:39]=2)[CH:34]=[C:35]([F:37])[CH:36]=1)([C:26]([CH3:27])([CH3:28])[CH3:29])([CH3:24])[CH3:25]. The catalyst class is: 1. (3) Reactant: [NH2:1][C@@H:2]([CH2:24][C:25]1[CH:30]=[CH:29][CH:28]=[CH:27][CH:26]=1)[CH2:3][C@H:4]([OH:23])[C@@H:5]([NH:13][C:14]([O:16][CH2:17][C:18]1[O:22][N:21]=[CH:20][CH:19]=1)=[O:15])[CH2:6][C:7]1[CH:12]=[CH:11][CH:10]=[CH:9][CH:8]=1.[CH3:31][N:32]([C:42]([NH:44][C@H:45]([C:49](O)=[O:50])[CH:46]([CH3:48])[CH3:47])=[O:43])[CH2:33][C:34]1[N:35]=[C:36]([CH:39]([CH3:41])[CH3:40])[O:37][CH:38]=1.CO. Product: [CH3:31][N:32]([C:42]([NH:44][C@H:45]([C:49]([NH:1][C@@H:2]([CH2:24][C:25]1[CH:26]=[CH:27][CH:28]=[CH:29][CH:30]=1)[CH2:3][C@H:4]([OH:23])[C@@H:5]([NH:13][C:14]([O:16][CH2:17][C:18]1[O:22][N:21]=[CH:20][CH:19]=1)=[O:15])[CH2:6][C:7]1[CH:8]=[CH:9][CH:10]=[CH:11][CH:12]=1)=[O:50])[CH:46]([CH3:48])[CH3:47])=[O:43])[CH2:33][C:34]1[N:35]=[C:36]([CH:39]([CH3:41])[CH3:40])[O:37][CH:38]=1. The catalyst class is: 4. (4) The catalyst class is: 83. Reactant: [CH2:1]([C@H:8]([NH:42][C:43]([C@@H:45]([NH:50][C:51](=[O:54])[O:52][CH3:53])[C:46]([CH3:49])([CH3:48])[CH3:47])=[O:44])[C@@H:9]([O:38][CH2:39]SC)[CH2:10][C@@H:11]([NH:25][C:26](=[O:37])[C@H:27]([C:33]([CH3:36])([CH3:35])[CH3:34])[NH:28][C:29]([O:31][CH3:32])=[O:30])[CH2:12][C:13]1[CH:18]=[CH:17][C:16]([C:19]2[CH:24]=[CH:23][CH:22]=[CH:21][N:20]=2)=[CH:15][CH:14]=1)[C:2]1[CH:7]=[CH:6][CH:5]=[CH:4][CH:3]=1.[P:55](=[O:59])([OH:58])([OH:57])[OH:56].IN1C(=O)CCC1=O.C(=O)([O-])[O-].[Na+:72].[Na+:73]. Product: [CH2:1]([C@@H:8]([C@@H:9]([O:38][CH2:39][O:59][P:55]([OH:58])([OH:57])=[O:56])[CH2:10][C@H:11]([CH2:12][C:13]1[CH:18]=[CH:17][C:16]([C:19]2[CH:24]=[CH:23][CH:22]=[CH:21][N:20]=2)=[CH:15][CH:14]=1)[NH:25][C:26](=[O:37])[C@H:27]([C:33]([CH3:36])([CH3:35])[CH3:34])[NH:28][C:29](=[O:30])[O:31][CH3:32])[NH:42][C:43](=[O:44])[C@@H:45]([NH:50][C:51](=[O:54])[O:52][CH3:53])[C:46]([CH3:47])([CH3:48])[CH3:49])[C:2]1[CH:3]=[CH:4][CH:5]=[CH:6][CH:7]=1.[Na:72][Na:73]. (5) Reactant: [O:1]([CH2:8][C:9]1[S:13][C:12]([C:14]([OH:16])=O)=[N:11][CH:10]=1)[C:2]1[CH:7]=[CH:6][CH:5]=[CH:4][CH:3]=1.Cl.[O:18]1[CH2:22][CH2:21][CH:20]([CH2:23][NH2:24])[CH2:19]1.C(N(CC)CC)C.ON1C2C=CC=CC=2N=N1.Cl.C(N=C=NCCCN(C)C)C. Product: [O:18]1[CH2:22][CH2:21][CH:20]([CH2:23][NH:24][C:14]([C:12]2[S:13][C:9]([CH2:8][O:1][C:2]3[CH:3]=[CH:4][CH:5]=[CH:6][CH:7]=3)=[CH:10][N:11]=2)=[O:16])[CH2:19]1. The catalyst class is: 22. (6) Reactant: [CH2:1]([N:5]1[N:14]=[C:13]([C:15]2[C:23]3[C:18](=[CH:19][CH:20]=[CH:21][CH:22]=3)[NH:17][C:16]=2[CH3:24])[CH:12]2[CH:7]([CH2:8][CH:9]=[CH:10][CH2:11]2)[C:6]1=[O:25])[CH2:2][CH2:3][CH3:4].C([O-])([O-])=O.[K+].[K+].Br[CH2:33][C:34]([O:36]C(C)(C)C)=[O:35]. Product: [CH2:1]([N:5]1[C:6](=[O:25])[CH:7]2[CH:12]([CH2:11][CH:10]=[CH:9][CH2:8]2)[C:13]([C:15]2[C:23]3[C:18](=[CH:19][CH:20]=[CH:21][CH:22]=3)[N:17]([CH2:33][C:34]([OH:36])=[O:35])[C:16]=2[CH3:24])=[N:14]1)[CH2:2][CH2:3][CH3:4]. The catalyst class is: 31.